Dataset: Full USPTO retrosynthesis dataset with 1.9M reactions from patents (1976-2016). Task: Predict the reactants needed to synthesize the given product. (1) Given the product [CH2:10]([C@H:16]1[CH2:33][C@@:31]2([CH3:32])[C@@H:27]([CH2:28][CH2:29][C@@H:30]2[OH:34])[C@@:26]2([CH:35]=[CH2:36])[C@H:17]1[C:18]1[CH:19]=[CH:20][C:21]([OH:37])=[CH:22][C:23]=1[CH2:24][CH2:25]2)[CH2:11][CH2:12][CH2:13][CH2:14][CH3:15], predict the reactants needed to synthesize it. The reactants are: CC(C[AlH]CC(C)C)C.[CH2:10]([C@H:16]1[CH2:33][C@@:31]2([CH3:32])[C@@H:27]([CH2:28][CH2:29][C@@H:30]2[OH:34])[C@@:26]2([CH:35]=[CH2:36])[C@H:17]1[C:18]1[CH:19]=[CH:20][C:21]([O:37]C)=[CH:22][C:23]=1[CH2:24][CH2:25]2)[CH2:11][CH2:12][CH2:13][CH2:14][CH3:15].C(O)C.Cl. (2) The reactants are: [CH3:1][C:2]1[CH:3]=[C:4]2[C:9](=[CH:10][CH:11]=1)[N:8]=[C:7]([N:12]1[CH2:18][C:17]3[CH:19]=[CH:20][CH:21]=[CH:22][C:16]=3[S:15](=[O:24])(=[O:23])[CH2:14][CH2:13]1)[NH:6][C:5]2=O.[NH2:26][CH:27]1[CH2:30][N:29](C(OC(C)(C)C)=O)[CH2:28]1. Given the product [NH:29]1[CH2:30][CH:27]([NH:26][C:5]2[C:4]3[C:9](=[CH:10][CH:11]=[C:2]([CH3:1])[CH:3]=3)[N:8]=[C:7]([N:12]3[CH2:18][C:17]4[CH:19]=[CH:20][CH:21]=[CH:22][C:16]=4[S:15](=[O:24])(=[O:23])[CH2:14][CH2:13]3)[N:6]=2)[CH2:28]1, predict the reactants needed to synthesize it. (3) Given the product [F:19][C:14]1[C:13]2[CH:12]=[C:9]3[C:10]4[CH:11]=[C:2]([C:37]5[C:38]([N:40]([CH3:45])[S:41]([CH3:44])(=[O:43])=[O:42])=[CH:39][C:29]6[O:28][C:27]([C:24]7[CH:25]=[CH:26][C:21]([F:20])=[CH:22][CH:23]=7)=[C:31]([C:32]([NH:34][CH3:35])=[O:33])[C:30]=6[CH:36]=5)[N:3]=[CH:4][C:5]=4[CH2:6][CH2:7][N:8]3[C:18]=2[CH:17]=[CH:16][CH:15]=1, predict the reactants needed to synthesize it. The reactants are: Cl[C:2]1[N:3]=[CH:4][C:5]2[CH2:6][CH2:7][N:8]3[C:18]4[CH:17]=[CH:16][CH:15]=[C:14]([F:19])[C:13]=4[CH:12]=[C:9]3[C:10]=2[CH:11]=1.[F:20][C:21]1[CH:26]=[CH:25][C:24]([C:27]2[O:28][C:29]3[CH:39]=[C:38]([N:40]([CH3:45])[S:41]([CH3:44])(=[O:43])=[O:42])[C:37](B4OC(C)(C)C(C)(C)O4)=[CH:36][C:30]=3[C:31]=2[C:32]([NH:34][CH3:35])=[O:33])=[CH:23][CH:22]=1.C([O-])([O-])=O.[K+].[K+].CC(C1C=C(C(C)C)C(C2C=CC=CC=2P(C2CCCCC2)C2CCCCC2)=C(C(C)C)C=1)C. (4) The reactants are: [S:1]1[C:5]2[CH:6]=[CH:7][CH:8]=[CH:9][C:4]=2[N:3]=[C:2]1[C:10]1[O:11][C:12]2[C:17]([C:18](=[O:20])[CH:19]=1)=[CH:16][C:15](Br)=[CH:14][CH:13]=2.[C:22]([N:29]1[CH2:34][CH2:33][NH:32][CH2:31][CH2:30]1)([O:24][C:25]([CH3:28])([CH3:27])[CH3:26])=[O:23].COC1C=CC=C(OC)C=1C1C=CC=CC=1P(C1CCCCC1)C1CCCCC1.C([O-])([O-])=O.[Cs+].[Cs+]. Given the product [S:1]1[C:5]2[CH:6]=[CH:7][CH:8]=[CH:9][C:4]=2[N:3]=[C:2]1[C:10]1[O:11][C:12]2[C:17]([C:18](=[O:20])[CH:19]=1)=[CH:16][C:15]([N:32]1[CH2:31][CH2:30][N:29]([C:22]([O:24][C:25]([CH3:28])([CH3:27])[CH3:26])=[O:23])[CH2:34][CH2:33]1)=[CH:14][CH:13]=2, predict the reactants needed to synthesize it.